From a dataset of CYP2C19 inhibition data for predicting drug metabolism from PubChem BioAssay. Regression/Classification. Given a drug SMILES string, predict its absorption, distribution, metabolism, or excretion properties. Task type varies by dataset: regression for continuous measurements (e.g., permeability, clearance, half-life) or binary classification for categorical outcomes (e.g., BBB penetration, CYP inhibition). Dataset: cyp2c19_veith. (1) The molecule is COc1ccc(NC(=S)N(CCc2nc3cc(C)c(C)cc3[nH]2)Cc2cccnc2)cc1. The result is 1 (inhibitor). (2) The compound is Cc1cc(C(=O)CSc2nnc(-c3ccc(Cl)cc3)n2C)c(C)n1CC1CCCO1. The result is 0 (non-inhibitor). (3) The molecule is COC(=O)Nc1ccc(=O)n(Cc2c(Cl)cccc2Cl)c1. The result is 1 (inhibitor). (4) The result is 0 (non-inhibitor). The compound is COc1ccc(CN[C@H](C)C(=O)O)cc1. (5) The result is 0 (non-inhibitor). The compound is O=C(O)c1ccccc1C(=O)NNc1ccc(F)cc1.